Task: Predict the reactants needed to synthesize the given product.. Dataset: Full USPTO retrosynthesis dataset with 1.9M reactions from patents (1976-2016) (1) Given the product [CH2:2]([O:4][C:5](=[O:14])[CH2:6][C@H:7]1[CH2:8][CH2:9][C@H:10]([NH:13][C:22](=[O:23])[CH3:24])[CH2:11][CH2:12]1)[CH3:3], predict the reactants needed to synthesize it. The reactants are: Cl.[CH2:2]([O:4][C:5](=[O:14])[CH2:6][C@H:7]1[CH2:12][CH2:11][C@H:10]([NH2:13])[CH2:9][CH2:8]1)[CH3:3].CCN(CC)CC.[C:22](Cl)([CH3:24])=[O:23]. (2) Given the product [N:1]1[N:2]2[CH2:10][CH2:9][CH2:8][C:3]2=[CH:4][C:5]=1[CH:6]=[O:7], predict the reactants needed to synthesize it. The reactants are: [N:1]1[N:2]2[CH2:10][CH2:9][CH2:8][C:3]2=[CH:4][C:5]=1[CH2:6][OH:7]. (3) Given the product [CH:1]1([N:7]([CH2:34][CH:35]2[CH2:36][CH2:37]2)[C:8]2[N:13]=[CH:12][N:11]=[C:10]([C:14]([NH:16][C:17]3[CH:22]=[CH:21][C:20]([S:23]([CH2:26][CH2:27][CH2:28][C:29]([OH:31])=[O:30])(=[O:25])=[O:24])=[CH:19][CH:18]=3)=[O:15])[CH:9]=2)[CH2:6][CH2:5][CH2:4][CH2:3][CH2:2]1, predict the reactants needed to synthesize it. The reactants are: [CH:1]1([N:7]([CH2:34][CH:35]2[CH2:37][CH2:36]2)[C:8]2[N:13]=[CH:12][N:11]=[C:10]([C:14]([NH:16][C:17]3[CH:22]=[CH:21][C:20]([S:23]([CH2:26][CH2:27][CH2:28][C:29]([O:31]CC)=[O:30])(=[O:25])=[O:24])=[CH:19][CH:18]=3)=[O:15])[CH:9]=2)[CH2:6][CH2:5][CH2:4][CH2:3][CH2:2]1.[OH-].[Na+].Cl. (4) Given the product [CH3:37][C:34]1[CH:35]=[CH:36][C:31]([C:10]2[N:11]3[CH:39]=[N:30][N:29]=[C:12]3[C:13]([O:15][CH2:16][C@@H:17]3[CH2:21][CH2:20][NH:19][CH2:18]3)=[N:14][C:9]=2[C:6]2[CH:5]=[CH:4][C:3]([C:1]#[N:2])=[CH:8][CH:7]=2)=[CH:32][CH:33]=1, predict the reactants needed to synthesize it. The reactants are: [C:1]([C:3]1[CH:8]=[CH:7][C:6]([C:9]2[N:14]=[C:13]([O:15][CH2:16][C@@H:17]3[CH2:21][CH2:20][N:19](C(OC(C)(C)C)=O)[CH2:18]3)[C:12]([NH:29][NH2:30])=[N:11][C:10]=2[C:31]2[CH:36]=[CH:35][C:34]([CH3:37])=[CH:33][CH:32]=2)=[CH:5][CH:4]=1)#[N:2].F[C:39](F)(F)C(O)=O. (5) Given the product [ClH:1].[NH2:6][C:10]1([C:16]([NH:18][C@@H:19]([CH2:33][CH3:34])/[CH:20]=[CH:21]/[C:22]([N:24]2[C:32]3[C:27](=[CH:28][CH:29]=[CH:30][CH:31]=3)[CH2:26][CH2:25]2)=[O:23])=[O:17])[CH2:15][CH2:14][O:13][CH2:12][CH2:11]1, predict the reactants needed to synthesize it. The reactants are: [ClH:1].CC([N:6]([C:10]1([C:16]([NH:18][C@@H:19]([CH2:33][CH3:34])/[CH:20]=[CH:21]/[C:22]([N:24]2[C:32]3[C:27](=[CH:28][CH:29]=[CH:30][CH:31]=3)[CH2:26][CH2:25]2)=[O:23])=[O:17])[CH2:15][CH2:14][O:13][CH2:12][CH2:11]1)C(=O)[O-])(C)C.